From a dataset of Catalyst prediction with 721,799 reactions and 888 catalyst types from USPTO. Predict which catalyst facilitates the given reaction. (1) Reactant: [F:1][C:2]([F:9])([CH3:8])[CH2:3][CH2:4][C:5]([OH:7])=O.CN(C=O)C.C(Cl)(=O)C(Cl)=O.[CH2:21]([C@H:28]1[CH2:32][O:31][C:30](=[O:33])[NH:29]1)[C:22]1[CH:27]=[CH:26][CH:25]=[CH:24][CH:23]=1.[Li]CCCC. Product: [CH2:21]([C@H:28]1[CH2:32][O:31][C:30](=[O:33])[N:29]1[C:5](=[O:7])[CH2:4][CH2:3][C:2]([F:1])([F:9])[CH3:8])[C:22]1[CH:23]=[CH:24][CH:25]=[CH:26][CH:27]=1. The catalyst class is: 168. (2) Reactant: [Cl:1][C:2]1[CH:10]=[C:9]2[C:5]([CH:6]([CH:12]([CH3:14])[CH3:13])[NH:7][C:8]2=[O:11])=[CH:4][CH:3]=1.[H-].[Na+].Br[CH2:18][C:19]1[CH:24]=[CH:23][C:22]([C:25]([F:28])([F:27])[F:26])=[CH:21][CH:20]=1.[NH4+].[Cl-]. Product: [Cl:1][C:2]1[CH:10]=[C:9]2[C:5]([CH:6]([CH:12]([CH3:14])[CH3:13])[N:7]([CH2:18][C:19]3[CH:20]=[CH:21][C:22]([C:25]([F:26])([F:27])[F:28])=[CH:23][CH:24]=3)[C:8]2=[O:11])=[CH:4][CH:3]=1. The catalyst class is: 3.